From a dataset of Catalyst prediction with 721,799 reactions and 888 catalyst types from USPTO. Predict which catalyst facilitates the given reaction. (1) Reactant: C(OC(=O)[NH:7][CH2:8][CH2:9][N:10]1[C:19]2[C:14](=[C:15]([C:20]3[CH:21]=[C:22]4[C:27](=[CH:28][CH:29]=3)[N:26]([CH3:30])[C:25](=[O:31])[CH2:24][CH2:23]4)[CH:16]=[N:17][CH:18]=2)[CH2:13][CH2:12][CH2:11]1)(C)(C)C.[ClH:33].O1CCOCC1. Product: [ClH:33].[NH2:7][CH2:8][CH2:9][N:10]1[C:19]2[C:14](=[C:15]([C:20]3[CH:21]=[C:22]4[C:27](=[CH:28][CH:29]=3)[N:26]([CH3:30])[C:25](=[O:31])[CH2:24][CH2:23]4)[CH:16]=[N:17][CH:18]=2)[CH2:13][CH2:12][CH2:11]1. The catalyst class is: 5. (2) Reactant: [Li]C(C)(C)C.I[C:7]1[CH:12]=[CH:11][CH:10]=[CH:9][C:8]=1[CH:13]([CH3:15])[CH3:14].[CH2:16]=[O:17].[NH4+].[Cl-]. Product: [CH:13]([C:8]1[CH:9]=[CH:10][CH:11]=[CH:12][C:7]=1[CH2:16][OH:17])([CH3:15])[CH3:14]. The catalyst class is: 1. (3) Reactant: [C:1]([O:5][C:6]([N:8]1[CH2:13][CH2:12][N:11]([C:14]([O:16][C:17]([CH3:20])([CH3:19])[CH3:18])=[O:15])[CH2:10][CH:9]1[CH2:21][CH2:22]O)=[O:7])([CH3:4])([CH3:3])[CH3:2].C1(P(C2C=CC=CC=2)C2C=CC=CC=2)C=CC=CC=1.C(Br)(Br)(Br)[Br:44]. Product: [C:1]([O:5][C:6]([N:8]1[CH2:13][CH2:12][N:11]([C:14]([O:16][C:17]([CH3:20])([CH3:19])[CH3:18])=[O:15])[CH2:10][CH:9]1[CH2:21][CH2:22][Br:44])=[O:7])([CH3:4])([CH3:3])[CH3:2]. The catalyst class is: 2. (4) Reactant: [C:1]1([CH3:11])[CH:6]=[CH:5][C:4]([S:7](Cl)(=[O:9])=[O:8])=[CH:3][CH:2]=1.C(N(CC)CC)C.[C:19]12[CH2:26][CH:25]([CH2:27][OH:28])[C:24]1=[CH:23][CH:22]=[CH:21][CH:20]=2. Product: [CH3:11][C:1]1[CH:6]=[CH:5][C:4]([S:7]([O:28][CH2:27][CH:25]2[CH2:26][C:19]3[C:24]2=[CH:23][CH:22]=[CH:21][CH:20]=3)(=[O:9])=[O:8])=[CH:3][CH:2]=1. The catalyst class is: 166. (5) Reactant: O[CH2:2][C:3]1[O:11][C:10]2[C:9]([C:12]3[CH:17]=[CH:16][N:15]=[C:14]([NH:18][C:19](=[O:21])[CH3:20])[CH:13]=3)=[CH:8][N:7]([CH3:22])[C:6](=[O:23])[C:5]=2[CH:4]=1.P(Br)(Br)[Br:25]. Product: [Br:25][CH2:2][C:3]1[O:11][C:10]2[C:9]([C:12]3[CH:17]=[CH:16][N:15]=[C:14]([NH:18][C:19](=[O:21])[CH3:20])[CH:13]=3)=[CH:8][N:7]([CH3:22])[C:6](=[O:23])[C:5]=2[CH:4]=1. The catalyst class is: 258. (6) Reactant: [C:1]1([S:7]([C:10]2[CH:11]=[C:12]3[C:17](=[CH:18][CH:19]=2)[CH:16](Cl)[CH2:15][CH2:14][CH2:13]3)(=[O:9])=[O:8])[CH:6]=[CH:5][CH:4]=[CH:3][CH:2]=1.[C:21]([O:25][C:26]([N:28]1[CH2:33][CH2:32][NH:31][CH2:30][CH2:29]1)=[O:27])([CH3:24])([CH3:23])[CH3:22].[I-].[Na+].C(=O)([O-])[O-].[K+].[K+]. Product: [C:21]([O:25][C:26]([N:28]1[CH2:33][CH2:32][N:31]([CH:16]2[C:17]3[C:12](=[CH:11][C:10]([S:7]([C:1]4[CH:6]=[CH:5][CH:4]=[CH:3][CH:2]=4)(=[O:9])=[O:8])=[CH:19][CH:18]=3)[CH2:13][CH2:14][CH2:15]2)[CH2:30][CH2:29]1)=[O:27])([CH3:24])([CH3:22])[CH3:23]. The catalyst class is: 192.